This data is from Peptide-MHC class I binding affinity with 185,985 pairs from IEDB/IMGT. The task is: Regression. Given a peptide amino acid sequence and an MHC pseudo amino acid sequence, predict their binding affinity value. This is MHC class I binding data. (1) The peptide sequence is KALGPAATL. The MHC is HLA-A02:03 with pseudo-sequence HLA-A02:03. The binding affinity (normalized) is 0.411. (2) The peptide sequence is FLPDTRFFV. The MHC is HLA-A02:01 with pseudo-sequence HLA-A02:01. The binding affinity (normalized) is 0.978.